This data is from Catalyst prediction with 721,799 reactions and 888 catalyst types from USPTO. The task is: Predict which catalyst facilitates the given reaction. (1) Reactant: [Br:1][C:2]1[CH:7]=[CH:6][C:5]([C:8]([O:10][CH2:11][C:12]2[CH:17]=[CH:16][CH:15]=[CH:14][CH:13]=2)=[CH2:9])=[C:4]([CH3:18])[CH:3]=1.[CH2:19](I)I. Product: [Br:1][C:2]1[CH:7]=[CH:6][C:5]([C:8]2([O:10][CH2:11][C:12]3[CH:13]=[CH:14][CH:15]=[CH:16][CH:17]=3)[CH2:19][CH2:9]2)=[C:4]([CH3:18])[CH:3]=1. The catalyst class is: 401. (2) Reactant: [N:1]1([CH:7]2[CH2:12][CH2:11][NH:10][CH2:9][CH2:8]2)[CH2:6][CH2:5][CH2:4][CH2:3][CH2:2]1.[CH3:13][CH:14]1[CH2:23][C:22]2[N:21]=[N:20][C:19]([C:24]3[CH:29]=[CH:28][CH:27]=[C:26]([C:30]([F:33])([F:32])[F:31])[CH:25]=3)=[CH:18][C:17]=2[CH:16]([O:34][C:35](OC2C=CC=CC=2)=[O:36])[CH2:15]1.C(OCC)(=O)C. Product: [CH3:13][CH:14]1[CH2:23][C:22]2[N:21]=[N:20][C:19]([C:24]3[CH:29]=[CH:28][CH:27]=[C:26]([C:30]([F:33])([F:31])[F:32])[CH:25]=3)=[CH:18][C:17]=2[CH:16]([O:34][C:35]([N:10]2[CH2:11][CH2:12][CH:7]([N:1]3[CH2:6][CH2:5][CH2:4][CH2:3][CH2:2]3)[CH2:8][CH2:9]2)=[O:36])[CH2:15]1. The catalyst class is: 7. (3) Reactant: [CH3:1][C:2]1[C:7]([S:8][CH3:9])=[CH:6][CH:5]=[CH:4][C:3]=1[N:10]1[C:14](=[O:15])[N:13]([CH3:16])[N:12]=[N:11]1.N(C1(C#N)CCCCC1)=NC1(C#N)CCCCC1.[Br:35]N1C(=O)CCC1=O.ClC1C=CC=CC=1. Product: [Br:35][CH2:1][C:2]1[C:7]([S:8][CH3:9])=[CH:6][CH:5]=[CH:4][C:3]=1[N:10]1[C:14](=[O:15])[N:13]([CH3:16])[N:12]=[N:11]1. The catalyst class is: 6. (4) Product: [CH2:1]([C:3]1[CH:8]=[CH:7][C:6]([C:9]2[C:13]([CH2:14][OH:15])=[C:12]([C:19]([CH3:21])=[CH2:20])[S:11][N:10]=2)=[CH:5][CH:4]=1)[CH3:2]. Reactant: [CH2:1]([C:3]1[CH:8]=[CH:7][C:6]([C:9]2[C:13]([C:14](OCC)=[O:15])=[C:12]([C:19]([CH3:21])=[CH2:20])[S:11][N:10]=2)=[CH:5][CH:4]=1)[CH3:2].CC(C[AlH]CC(C)C)C. The catalyst class is: 11. (5) Reactant: C[O:2][C:3](=[O:34])[C@H:4]([CH2:30][CH2:31][S:32][CH3:33])[NH:5][C:6](=[O:29])[C:7]1[CH:12]=[CH:11][C:10]([CH:13]=[CH:14][C:15]2[CH:16]=[N:17][CH:18]=[CH:19][C:20]=2Cl)=[CH:9][C:8]=1[C:22]1[CH:27]=[CH:26][CH:25]=[CH:24][C:23]=1[CH3:28].[H-].[Na+:36].[F:37][C:38]1[CH:39]=[C:40]([CH:43]=[C:44]([F:46])[CH:45]=1)[CH2:41][OH:42]. Product: [Na+:36].[F:37][C:38]1[CH:39]=[C:40]([CH:43]=[C:44]([F:46])[CH:45]=1)[CH2:41][O:42][C:20]1[CH:19]=[CH:18][N:17]=[CH:16][C:15]=1[CH:14]=[CH:13][C:10]1[CH:11]=[CH:12][C:7]([C:6]([NH:5][C@H:4]([C:3]([O-:34])=[O:2])[CH2:30][CH2:31][S:32][CH3:33])=[O:29])=[C:8]([C:22]2[CH:27]=[CH:26][CH:25]=[CH:24][C:23]=2[CH3:28])[CH:9]=1. The catalyst class is: 3. (6) Reactant: CN(C(ON1N=NC2C=CC=NC1=2)=[N+](C)C)C.F[P-](F)(F)(F)(F)F.C(N(CC)C(C)C)(C)C.[CH3:34][C:35]1[CH:40]=[C:39]([CH3:41])[CH:38]=[C:37]([CH3:42])[C:36]=1[NH:43][C:44]([NH:46][C:47]1[C:48]([C:57](O)=[O:58])=[CH:49][C:50]2[C:55]([CH:56]=1)=[CH:54][CH:53]=[CH:52][CH:51]=2)=[O:45].Cl.[NH2:61][CH2:62][CH2:63][C:64]([O:66][CH3:67])=[O:65].C([O-])(O)=O.[Na+]. Product: [CH3:34][C:35]1[CH:40]=[C:39]([CH3:41])[CH:38]=[C:37]([CH3:42])[C:36]=1[NH:43][C:44]([NH:46][C:47]1[C:48]([C:57]([NH:61][CH2:62][CH2:63][C:64]([O:66][CH3:67])=[O:65])=[O:58])=[CH:49][C:50]2[C:55]([CH:56]=1)=[CH:54][CH:53]=[CH:52][CH:51]=2)=[O:45]. The catalyst class is: 3. (7) Reactant: [C:1]([C:3]1[CH:22]=[CH:21][C:6]([O:7][C:8]2[CH:20]=[CH:19][C:11]([C:12]([O:14]C(C)(C)C)=[O:13])=[CH:10][CH:9]=2)=[CH:5][CH:4]=1)#[N:2]. Product: [C:1]([C:3]1[CH:22]=[CH:21][C:6]([O:7][C:8]2[CH:20]=[CH:19][C:11]([C:12]([OH:14])=[O:13])=[CH:10][CH:9]=2)=[CH:5][CH:4]=1)#[N:2]. The catalyst class is: 281.